From a dataset of NCI-60 drug combinations with 297,098 pairs across 59 cell lines. Regression. Given two drug SMILES strings and cell line genomic features, predict the synergy score measuring deviation from expected non-interaction effect. (1) Drug 1: CC12CCC3C(C1CCC2=O)CC(=C)C4=CC(=O)C=CC34C. Drug 2: N.N.Cl[Pt+2]Cl. Cell line: PC-3. Synergy scores: CSS=44.5, Synergy_ZIP=-0.185, Synergy_Bliss=0.443, Synergy_Loewe=1.68, Synergy_HSA=1.83. (2) Drug 2: C(CC(=O)O)C(=O)CN.Cl. Cell line: SK-MEL-5. Drug 1: CN1C(=O)N2C=NC(=C2N=N1)C(=O)N. Synergy scores: CSS=8.06, Synergy_ZIP=-3.25, Synergy_Bliss=-2.37, Synergy_Loewe=-9.25, Synergy_HSA=-0.422. (3) Drug 1: CCCS(=O)(=O)NC1=C(C(=C(C=C1)F)C(=O)C2=CNC3=C2C=C(C=N3)C4=CC=C(C=C4)Cl)F. Drug 2: C1C(C(OC1N2C=NC3=C(N=C(N=C32)Cl)N)CO)O. Cell line: UACC-257. Synergy scores: CSS=43.2, Synergy_ZIP=3.14, Synergy_Bliss=3.56, Synergy_Loewe=0.383, Synergy_HSA=1.67. (4) Drug 1: CC1=C(C=C(C=C1)C(=O)NC2=CC(=CC(=C2)C(F)(F)F)N3C=C(N=C3)C)NC4=NC=CC(=N4)C5=CN=CC=C5. Drug 2: C1=CC=C(C=C1)NC(=O)CCCCCCC(=O)NO. Cell line: COLO 205. Synergy scores: CSS=3.15, Synergy_ZIP=-1.90, Synergy_Bliss=-2.44, Synergy_Loewe=-6.70, Synergy_HSA=-4.03. (5) Synergy scores: CSS=-7.63, Synergy_ZIP=0.824, Synergy_Bliss=-5.89, Synergy_Loewe=-8.39, Synergy_HSA=-8.36. Cell line: NCI-H460. Drug 2: CCN(CC)CCNC(=O)C1=C(NC(=C1C)C=C2C3=C(C=CC(=C3)F)NC2=O)C. Drug 1: CC12CCC(CC1=CCC3C2CCC4(C3CC=C4C5=CN=CC=C5)C)O.